From a dataset of Catalyst prediction with 721,799 reactions and 888 catalyst types from USPTO. Predict which catalyst facilitates the given reaction. (1) Reactant: [Br:1][C:2]1[CH:7]=[CH:6][C:5]([Cl:8])=[C:4]([CH2:9][C:10]2[CH:15]=[CH:14][C:13]([O:16]C)=[CH:12][CH:11]=2)[CH:3]=1.B(Br)(Br)Br.C(=O)([O-])[O-].[K+].[K+].Cl. Product: [Br:1][C:2]1[CH:7]=[CH:6][C:5]([Cl:8])=[C:4]([CH:3]=1)[CH2:9][C:10]1[CH:15]=[CH:14][C:13]([OH:16])=[CH:12][CH:11]=1. The catalyst class is: 4. (2) Reactant: [NH:1]([C:8]([O:10][C:11]([CH3:14])([CH3:13])[CH3:12])=[O:9])[C:2]([C:5]([OH:7])=O)([CH3:4])[CH3:3].[CH3:15][NH:16][O:17][CH3:18].Cl.CCN(C(C)C)C(C)C.C1CCC(N=C=NC2CCCCC2)CC1. Product: [C:11]([O:10][C:8](=[O:9])[NH:1][C:2]([C:5](=[O:7])[N:16]([O:17][CH3:18])[CH3:15])([CH3:3])[CH3:4])([CH3:14])([CH3:13])[CH3:12]. The catalyst class is: 79. (3) Reactant: [O:1]=[C:2]([C:9]1[O:10][CH:11]=[CH:12][CH:13]=1)[CH2:3][C:4]([O:6][CH2:7][CH3:8])=[O:5].[CH3:14][Si]([N-][Si](C)(C)C)(C)C.[Li+].CI.Cl. Product: [CH2:7]([O:6][C:4](=[O:5])[CH:3]([CH3:14])[C:2]([C:9]1[O:10][CH:11]=[CH:12][CH:13]=1)=[O:1])[CH3:8]. The catalyst class is: 1. (4) Reactant: [NH2:1][C:2]1[C:7]2[S:8][C:9]([C:11]3[C:18]([F:19])=[CH:17][C:14]([C:15]#[N:16])=[CH:13][C:12]=3[Cl:20])=[N:10][C:6]=2[CH:5]=[CH:4][N:3]=1.C(OC(=O)[NH:27][C:28]1[C:33]2S[C:35](C3C(F)=CC(C#N)=CC=3Cl)=[N:36][C:32]=2C=C[N:29]=1)(C)(C)C. Product: [ClH:20].[NH2:29][C:28]1[N:27]=[CH:35][N:36]=[C:32]([NH:1][C:2]2[C:7]3[S:8][C:9]([C:11]4[C:18]([F:19])=[CH:17][C:14]([C:15]#[N:16])=[CH:13][C:12]=4[Cl:20])=[N:10][C:6]=3[CH:5]=[CH:4][N:3]=2)[CH:33]=1. The catalyst class is: 33. (5) Reactant: [Br:1][C:2]1[CH:9]=[CH:8][C:5]([CH2:6]Br)=[CH:4][CH:3]=1.[CH3:10][C@H:11]1[CH2:16][C@H:15]([CH3:17])[CH2:14][NH:13][CH2:12]1.C(=O)([O-])[O-].[K+].[K+]. Product: [Br:1][C:2]1[CH:9]=[CH:8][C:5]([CH2:6][N:13]2[CH2:14][C@H:15]([CH3:17])[CH2:16][C@H:11]([CH3:10])[CH2:12]2)=[CH:4][CH:3]=1. The catalyst class is: 1. (6) Reactant: [CH3:1][C@:2]12[C:8]([CH3:10])([CH3:9])[C@H:5]([CH2:6][CH2:7]1)[CH:4]([C:11](Cl)=[O:12])[C:3]2=O.[F:15][C:16]1[CH:21]=[C:20]([F:22])[CH:19]=[CH:18][C:17]=1[NH:23][N:24]=CC.N1C=CC=CC=1.Cl.O1CCOCC1. Product: [F:15][C:16]1[CH:21]=[C:20]([F:22])[CH:19]=[CH:18][C:17]=1[N:23]1[C:11](=[O:12])[C:4]2[C@@H:5]3[C:8]([CH3:10])([CH3:9])[C@@:2]([CH3:1])([CH2:7][CH2:6]3)[C:3]=2[NH:24]1. The catalyst class is: 478. (7) Reactant: [C:1]([C:3]1[C:8]([CH3:9])=[CH:7][CH:6]=[CH:5][C:4]=1[S:10]([NH2:13])(=[O:12])=[O:11])#[N:2].CO[CH:16]1[CH2:20][CH2:19][CH:18](OC)O1.O. Product: [CH3:9][C:8]1[CH:7]=[CH:6][CH:5]=[C:4]([S:10]([N:13]2[CH:16]=[CH:20][CH:19]=[CH:18]2)(=[O:12])=[O:11])[C:3]=1[C:1]#[N:2]. The catalyst class is: 15.